From a dataset of Catalyst prediction with 721,799 reactions and 888 catalyst types from USPTO. Predict which catalyst facilitates the given reaction. (1) Reactant: [CH3:1][O:2][C:3]1[CH:8]=[CH:7][C:6]([C:9](=O)[C:10]([O:12][CH2:13][CH3:14])=[O:11])=[CH:5][CH:4]=1.Cl.[NH2:17][OH:18].C([O-])(=O)C.[Na+]. Product: [OH:18]/[N:17]=[C:9](/[C:6]1[CH:7]=[CH:8][C:3]([O:2][CH3:1])=[CH:4][CH:5]=1)\[C:10]([O:12][CH2:13][CH3:14])=[O:11]. The catalyst class is: 8. (2) Product: [CH2:10]([O:9][C:3](=[O:8])[CH2:4][C:5]([NH:35][C:31]1[CH:32]=[CH:33][CH:34]=[C:29]([O:28][C:27]([F:26])([F:36])[F:37])[CH:30]=1)=[O:7])[C:11]1[CH:16]=[CH:15][CH:14]=[CH:13][CH:12]=1. Reactant: II.[C:3]([O:9][CH2:10][C:11]1[CH:16]=[CH:15][CH:14]=[CH:13][CH:12]=1)(=[O:8])[CH2:4][C:5]([O-:7])=O.C(N(CC)C(C)C)(C)C.[F:26][C:27]([F:37])([F:36])[O:28][C:29]1[CH:30]=[C:31]([NH2:35])[CH:32]=[CH:33][CH:34]=1.CN(C(ON1N=NC2C=CC=NC1=2)=[N+](C)C)C.F[P-](F)(F)(F)(F)F. The catalyst class is: 59. (3) The catalyst class is: 6. Product: [Cl:1][C:2]1[C:10]([F:11])=[C:9]([F:12])[CH:8]=[CH:7][C:3]=1[C:4]#[N:6]. Reactant: [Cl:1][C:2]1[C:10]([F:11])=[C:9]([F:12])[CH:8]=[CH:7][C:3]=1[C:4]([NH2:6])=O.N1C=CC=CC=1.CN(C)C=O.C(Cl)(=O)C(Cl)=O. (4) Reactant: [H-].[Na+].[N:3]([CH2:6][CH:7]1[NH:12][C:11]2[C:13]([C:18]3[CH:23]=[CH:22][C:21]([O:24][CH3:25])=[CH:20][C:19]=3[CH3:26])=[CH:14][C:15]([Cl:17])=[CH:16][C:10]=2[O:9][CH2:8]1)=[N+:4]=[N-:5].I[CH3:28]. Product: [N:3]([CH2:6][CH:7]1[N:12]([CH3:28])[C:11]2[C:13]([C:18]3[CH:23]=[CH:22][C:21]([O:24][CH3:25])=[CH:20][C:19]=3[CH3:26])=[CH:14][C:15]([Cl:17])=[CH:16][C:10]=2[O:9][CH2:8]1)=[N+:4]=[N-:5]. The catalyst class is: 9. (5) Reactant: [CH2:1]([O:8][C:9]1[CH:10]=[CH:11][C:12](O)=[C:13]([C:15]2([CH2:32][OH:33])[C:23]3[C:18](=[CH:19][CH:20]=[CH:21][CH:22]=3)[N:17]([CH2:24][C:25]3[S:26][C:27]([Cl:30])=[CH:28][CH:29]=3)[C:16]2=[O:31])[CH:14]=1)[C:2]1[CH:7]=[CH:6][CH:5]=[CH:4][CH:3]=1.C(P(CCCC)CCCC)CCC.N(C(OC(C)(C)C)=O)=NC(OC(C)(C)C)=O. Product: [CH2:1]([O:8][C:9]1[CH:10]=[CH:11][C:12]2[O:33][CH2:32][C:15]3([C:23]4[C:18](=[CH:19][CH:20]=[CH:21][CH:22]=4)[N:17]([CH2:24][C:25]4[S:26][C:27]([Cl:30])=[CH:28][CH:29]=4)[C:16]3=[O:31])[C:13]=2[CH:14]=1)[C:2]1[CH:3]=[CH:4][CH:5]=[CH:6][CH:7]=1. The catalyst class is: 7.